Dataset: Forward reaction prediction with 1.9M reactions from USPTO patents (1976-2016). Task: Predict the product of the given reaction. (1) The product is: [CH2:1]([CH:8]1[N:9]2[CH:10]([CH2:33][C:32](=[O:34])[C:26]([C:27]([O:29][CH2:30][CH3:31])=[O:28])=[CH:25]2)[C:11]2[CH:12]=[C:13]([O:20][CH3:21])[C:14]([O:18][CH3:19])=[CH:15][C:16]=2[CH2:17]1)[C:2]1[CH:3]=[CH:4][CH:5]=[CH:6][CH:7]=1. Given the reactants [CH2:1]([CH:8]1[CH2:17][C:16]2[C:11](=[CH:12][C:13]([O:20][CH3:21])=[C:14]([O:18][CH3:19])[CH:15]=2)[CH:10]=[N:9]1)[C:2]1[CH:7]=[CH:6][CH:5]=[CH:4][CH:3]=1.C(O[CH:25]=[C:26]([C:32](=[O:34])[CH3:33])[C:27]([O:29][CH2:30][CH3:31])=[O:28])C, predict the reaction product. (2) The product is: [CH3:11][S:10][C:8]1[S:9][C:5]([C:3]([O:2][CH3:1])=[O:4])=[C:6]([NH:12][C:18]([NH2:17])=[O:19])[N:7]=1. Given the reactants [CH3:1][O:2][C:3]([C:5]1[S:9][C:8]([S:10][CH3:11])=[N:7][C:6]=1[NH2:12])=[O:4].ClS([N:17]=[C:18]=[O:19])(=O)=O.Cl.C(=O)([O-])[O-].[Na+].[Na+].C(=O)(O)[O-].[Na+], predict the reaction product. (3) Given the reactants [NH2:1][C:2]1[C:3]2[C:4](=[N:12][N:13]([CH2:15][C:16]3[CH:21]=[CH:20][C:19]([O:22][CH3:23])=[CH:18][CH:17]=3)[CH:14]=2)[N:5]=[C:6]([Cl:11])[C:7]=1[C:8]([OH:10])=[O:9].[F:24][C:25]1[C:30](O)=[C:29]([F:32])[C:28]([F:33])=[C:27]([F:34])[C:26]=1[F:35].C1CCC(N=C=NC2CCCCC2)CC1, predict the reaction product. The product is: [F:24][C:25]1[C:30]([O:9][C:8]([C:7]2[C:6]([Cl:11])=[N:5][C:4]3=[N:12][N:13]([CH2:15][C:16]4[CH:21]=[CH:20][C:19]([O:22][CH3:23])=[CH:18][CH:17]=4)[CH:14]=[C:3]3[C:2]=2[NH2:1])=[O:10])=[C:29]([F:32])[C:28]([F:33])=[C:27]([F:34])[C:26]=1[F:35]. (4) Given the reactants Cl.[C:2]([NH2:5])(=[NH:4])[CH3:3].CC(C)([O-])C.[K+].[Cl:12][C:13]1[CH:18]=[CH:17][C:16]([C:19]2([C:23](=O)[CH2:24][C:25](OC)=[O:26])[CH2:22][CH2:21][CH2:20]2)=[CH:15][CH:14]=1.[OH-].[Na+], predict the reaction product. The product is: [Cl:12][C:13]1[CH:14]=[CH:15][C:16]([C:19]2([C:23]3[N:5]=[C:2]([CH3:3])[N:4]=[C:25]([OH:26])[CH:24]=3)[CH2:22][CH2:21][CH2:20]2)=[CH:17][CH:18]=1. (5) Given the reactants [CH3:1][O:2][C:3]([C:5]1[CH:14]=[C:13]2[C:8]([CH:9]=[CH:10][NH:11][C:12]2=[O:15])=[CH:7][CH:6]=1)=[O:4].[F:16][C:17]1[CH:18]=[C:19]([CH:22]=[CH:23][C:24]=1[F:25])[CH2:20]Br, predict the reaction product. The product is: [CH3:1][O:2][C:3]([C:5]1[CH:14]=[C:13]2[C:8]([CH:9]=[CH:10][N:11]([CH2:20][C:19]3[CH:22]=[CH:23][C:24]([F:25])=[C:17]([F:16])[CH:18]=3)[C:12]2=[O:15])=[CH:7][CH:6]=1)=[O:4].